This data is from Catalyst prediction with 721,799 reactions and 888 catalyst types from USPTO. The task is: Predict which catalyst facilitates the given reaction. Reactant: [C:1]([C:4]1[C:5]([CH3:19])=[N:6][N:7]([C:10]2[CH:17]=[CH:16][C:13]([C:14]#[N:15])=[C:12]([Cl:18])[CH:11]=2)[C:8]=1[CH3:9])(=O)[CH3:2].[C:20]1([Mg]Br)[CH:25]=[CH:24][CH:23]=[CH:22][CH:21]=1.C1COCC1.[Cl-].[NH4+]. Product: [Cl:18][C:12]1[CH:11]=[C:10]([N:7]2[C:8]([CH3:9])=[C:4]([C:1]([C:20]3[CH:25]=[CH:24][CH:23]=[CH:22][CH:21]=3)=[CH2:2])[C:5]([CH3:19])=[N:6]2)[CH:17]=[CH:16][C:13]=1[C:14]#[N:15]. The catalyst class is: 1.